The task is: Predict the reaction yield, written as a fraction of the theoretical maximum amount of product (1.0 means a 100% yield; for example, 0.34 means a 34% yield).. This data is from Reaction yield outcomes from USPTO patents with 853,638 reactions. (1) The reactants are [Br:1][C:2]1[CH:7]=[CH:6][C:5]([Cl:8])=[CH:4][C:3]=1[N+:9]([O-])=O.Cl[Sn]Cl.O.C([O-])(O)=O.[Na+]. The catalyst is CCOC(C)=O. The product is [Br:1][C:2]1[CH:7]=[CH:6][C:5]([Cl:8])=[CH:4][C:3]=1[NH2:9]. The yield is 1.00. (2) The reactants are [CH3:1][NH:2][C:3]([C:5]1([C:11]2[CH:16]=[CH:15][C:14]([O:17][CH2:18][CH2:19][CH2:20][N:21]3[CH2:26][CH2:25][O:24][CH2:23][CH2:22]3)=[CH:13][CH:12]=2)[CH2:10][CH2:9][O:8][CH2:7][CH2:6]1)=O.[H-].[H-].[H-].[H-].[Li+].[Al+3].N1(CC2(C3C=CC(OCCCN4CCOCC4)=CC=3)CCOCC2)CCOCC1. No catalyst specified. The product is [CH3:1][NH:2][CH2:3][C:5]1([C:11]2[CH:12]=[CH:13][C:14]([O:17][CH2:18][CH2:19][CH2:20][N:21]3[CH2:22][CH2:23][O:24][CH2:25][CH2:26]3)=[CH:15][CH:16]=2)[CH2:6][CH2:7][O:8][CH2:9][CH2:10]1. The yield is 0.770. (3) The reactants are [O:1]=[C:2]1[NH:11][C:10]2[N:9]=[CH:8][CH:7]=[C:6]([O:12][C:13]3[CH:14]=[CH:15][C:16]4[O:20][C@@H:19]5[C@@H:21]([NH:22][C:23]([C:25]6[CH:26]=[C:27]([C:35]7([NH:38]C(=O)OC(C)(C)C)[CH2:37][CH2:36]7)[CH:28]=[C:29]([C:31]([F:34])([F:33])[F:32])[CH:30]=6)=[O:24])[C@@H:18]5[C:17]=4[CH:46]=3)[C:5]=2[CH2:4][CH2:3]1.Cl.CC(=O)OCC. The catalyst is CC(=O)OCC. The product is [NH2:38][C:35]1([C:27]2[CH:26]=[C:25]([CH:30]=[C:29]([C:31]([F:32])([F:34])[F:33])[CH:28]=2)[C:23]([NH:22][C@H:21]2[C@H:18]3[C@@H:19]2[O:20][C:16]2[CH:15]=[CH:14][C:13]([O:12][C:6]4[C:5]5[CH2:4][CH2:3][C:2](=[O:1])[NH:11][C:10]=5[N:9]=[CH:8][CH:7]=4)=[CH:46][C:17]=23)=[O:24])[CH2:36][CH2:37]1. The yield is 0.400. (4) The reactants are [NH:1]1[CH2:6][CH2:5][CH:4]([CH2:7][NH:8][C:9](=[O:15])[O:10][C:11]([CH3:14])([CH3:13])[CH3:12])[CH2:3][CH2:2]1.CCN(CC)CC.[CH3:23][S:24](Cl)(=[O:26])=[O:25].CO. The catalyst is C(Cl)Cl. The product is [CH3:23][S:24]([N:1]1[CH2:6][CH2:5][CH:4]([CH2:7][NH:8][C:9](=[O:15])[O:10][C:11]([CH3:12])([CH3:14])[CH3:13])[CH2:3][CH2:2]1)(=[O:26])=[O:25]. The yield is 0.950. (5) The reactants are [CH3:1][O:2][C:3](=[O:26])[CH2:4][C:5]1[C:14]([CH3:15])=[C:13](B2OC(C)(C)C(C)(C)O2)[C:12]2[C:7](=[CH:8][CH:9]=[C:10]([F:25])[CH:11]=2)[CH:6]=1.Br[C:28]1[CH:33]=[CH:32][C:31]([S:34]([NH:37][CH2:38][CH2:39][OH:40])(=[O:36])=[O:35])=[CH:30][CH:29]=1.C(=O)([O-])[O-].[Na+].[Na+].O. The catalyst is C(COC)OC.C1C=CC([P]([Pd]([P](C2C=CC=CC=2)(C2C=CC=CC=2)C2C=CC=CC=2)([P](C2C=CC=CC=2)(C2C=CC=CC=2)C2C=CC=CC=2)[P](C2C=CC=CC=2)(C2C=CC=CC=2)C2C=CC=CC=2)(C2C=CC=CC=2)C2C=CC=CC=2)=CC=1. The product is [CH3:1][O:2][C:3](=[O:26])[CH2:4][C:5]1[C:14]([CH3:15])=[C:13]([C:28]2[CH:29]=[CH:30][C:31]([S:34](=[O:35])(=[O:36])[NH:37][CH2:38][CH2:39][OH:40])=[CH:32][CH:33]=2)[C:12]2[C:7](=[CH:8][CH:9]=[C:10]([F:25])[CH:11]=2)[CH:6]=1. The yield is 0.290. (6) The reactants are [CH3:1][S:2]([C:5]1[CH:10]=[CH:9][C:8]([CH:11]([CH2:15][CH:16]2[CH2:21][CH2:20][CH2:19][CH2:18][O:17]2)[C:12]([OH:14])=O)=[CH:7][C:6]=1[C:22]([F:25])([F:24])[F:23])(=[O:4])=[O:3].C(Cl)(=O)C(Cl)=O.[CH3:32][O:33][C:34](=[O:42])[C:35]1[CH:40]=[CH:39][C:38]([NH2:41])=[N:37][CH:36]=1.N1C(C)=CC=CC=1C. The catalyst is C(Cl)Cl.CN(C)C=O.O1CCCC1.O. The product is [CH3:32][O:33][C:34](=[O:42])[C:35]1[CH:40]=[CH:39][C:38]([NH:41][C:12](=[O:14])[CH:11]([C:8]2[CH:9]=[CH:10][C:5]([S:2]([CH3:1])(=[O:3])=[O:4])=[C:6]([C:22]([F:23])([F:25])[F:24])[CH:7]=2)[CH2:15][CH:16]2[CH2:21][CH2:20][CH2:19][CH2:18][O:17]2)=[N:37][CH:36]=1. The yield is 0.550.